From a dataset of Full USPTO retrosynthesis dataset with 1.9M reactions from patents (1976-2016). Predict the reactants needed to synthesize the given product. (1) The reactants are: [H-].[Na+].[Cl:3][C:4]1[CH:9]=[CH:8][C:7]([CH2:10][C:11]([C:13]2[C:18]([O:19]C(=O)C(C)C)=[C:17]([F:25])[C:16]([F:26])=[CH:15][CH:14]=2)=[O:12])=[CH:6][CH:5]=1. Given the product [Cl:3][C:4]1[CH:5]=[CH:6][C:7]([CH:10]([C:11](=[O:12])[CH:13]([CH3:18])[CH3:14])[C:11]([C:13]2[CH:14]=[CH:15][C:16]([F:26])=[C:17]([F:25])[C:18]=2[OH:19])=[O:12])=[CH:8][CH:9]=1, predict the reactants needed to synthesize it. (2) Given the product [Si:23]([O:21][CH2:20][C@@H:19]([OH:22])[CH2:18][CH2:17][C:10]1[CH:11]=[CH:12][CH:13]=[C:14]([O:15][CH3:16])[C:9]=1[OH:8])([C:26]([CH3:29])([CH3:28])[CH3:27])([CH3:25])[CH3:24], predict the reactants needed to synthesize it. The reactants are: C([O:8][C:9]1[C:14]([O:15][CH3:16])=[CH:13][CH:12]=[CH:11][C:10]=1[CH2:17][CH2:18][C@H:19]([OH:22])[CH2:20][OH:21])C1C=CC=CC=1.[Si:23](Cl)([C:26]([CH3:29])([CH3:28])[CH3:27])([CH3:25])[CH3:24].N1C=CN=C1. (3) Given the product [CH2:1]([N:8]1[C:16]2[C:11](=[CH:12][C:13]([C:17]([OH:19])=[O:18])=[CH:14][CH:15]=2)[CH2:10][CH2:9]1)[C:2]1[CH:7]=[CH:6][CH:5]=[CH:4][CH:3]=1, predict the reactants needed to synthesize it. The reactants are: [CH2:1]([N:8]1[C:16]2[C:11](=[CH:12][C:13]([C:17]([O:19]C)=[O:18])=[CH:14][CH:15]=2)[CH2:10][CH2:9]1)[C:2]1[CH:7]=[CH:6][CH:5]=[CH:4][CH:3]=1.O[Li].O. (4) The reactants are: [Cl:1][C:2]1[CH:9]=[C:8](F)[CH:7]=[CH:6][C:3]=1[C:4]#[N:5].[CH3:11][CH:12]([SH:14])[CH3:13]. Given the product [Cl:1][C:2]1[CH:9]=[C:8]([S:14][CH:12]([CH3:13])[CH3:11])[CH:7]=[CH:6][C:3]=1[C:4]#[N:5], predict the reactants needed to synthesize it. (5) Given the product [CH:1]([N:4]1[C:12]2[C:7](=[CH:8][CH:9]=[CH:10][CH:11]=2)[C:6]([C:13]([NH:15][C@@H:16]2[CH2:20][N:19]([C:21]([O:23][C:24]([CH3:25])([CH3:27])[CH3:26])=[O:22])[C@H:18]([CH2:28][N:29]([CH3:30])[S:32]([CH3:31])(=[O:34])=[O:33])[CH2:17]2)=[O:14])=[N:5]1)([CH3:3])[CH3:2], predict the reactants needed to synthesize it. The reactants are: [CH:1]([N:4]1[C:12]2[C:7](=[CH:8][CH:9]=[CH:10][CH:11]=2)[C:6]([C:13]([NH:15][C@@H:16]2[CH2:20][N:19]([C:21]([O:23][C:24]([CH3:27])([CH3:26])[CH3:25])=[O:22])[C@H:18]([CH2:28][NH:29][CH3:30])[CH2:17]2)=[O:14])=[N:5]1)([CH3:3])[CH3:2].[CH3:31][S:32](Cl)(=[O:34])=[O:33]. (6) The reactants are: [CH3:1]C(C)([O-])C.[CH3:6][C@H:7]1[CH2:12][C:11](=O)[CH2:10][C@@H:9]([CH3:14])[N:8]1[CH2:15][C:16]1[CH:21]=[CH:20][CH:19]=[CH:18][CH:17]=1. Given the product [CH2:15]([N:8]1[C@H:7]([CH3:6])[CH2:12][C:11](=[CH2:1])[CH2:10][C@@H:9]1[CH3:14])[C:16]1[CH:21]=[CH:20][CH:19]=[CH:18][CH:17]=1, predict the reactants needed to synthesize it. (7) Given the product [CH3:1][C:2]1[C:3]([C:13]([O:15][CH3:16])=[O:14])=[CH:4][N:5]([C:7]2[CH:12]=[CH:11][CH:10]=[CH:9][CH:8]=2)[C:6]=1[S:31][C:25]1[CH:30]=[CH:29][CH:28]=[CH:27][CH:26]=1, predict the reactants needed to synthesize it. The reactants are: [CH3:1][C:2]1[C:3]([C:13]([O:15][CH3:16])=[O:14])=[CH:4][N:5]([C:7]2[CH:12]=[CH:11][CH:10]=[CH:9][CH:8]=2)[CH:6]=1.IN1C(=O)CCC1=O.[C:25]1([SH:31])[CH:30]=[CH:29][CH:28]=[CH:27][CH:26]=1.S([O-])([O-])(=O)=S.[Na+].[Na+]. (8) Given the product [N:31]1[CH:32]=[CH:33][C:28]([N:15]2[CH2:16][CH2:17][C:10]3([CH2:9][N:8]([C:6]([O:5][C:1]([CH3:4])([CH3:2])[CH3:3])=[O:7])[CH2:12][CH2:11]3)[CH2:13][CH2:14]2)=[CH:29][CH:30]=1, predict the reactants needed to synthesize it. The reactants are: [C:1]([O:5][C:6]([N:8]1[CH2:12][CH2:11][C:10]2([CH2:17][CH2:16][NH:15][CH2:14][CH2:13]2)[CH2:9]1)=[O:7])([CH3:4])([CH3:3])[CH3:2].C(N(C(C)C)C(C)C)C.Cl[C:28]1[CH:33]=[CH:32][N:31]=[CH:30][CH:29]=1.C(=O)([O-])O.[Na+]. (9) Given the product [Br:24][C:25]1[CH:26]=[C:27]([C:28]2[N:30]=[C:19]([C:11]3[N:10]=[N:9][N:8]([C:3]4[CH:4]=[CH:5][CH:6]=[CH:7][C:2]=4[F:1])[C:12]=3[C:13]3[CH:14]=[CH:15][N:16]=[CH:17][CH:18]=3)[O:21][N:29]=2)[CH:32]=[CH:33][CH:34]=1, predict the reactants needed to synthesize it. The reactants are: [F:1][C:2]1[CH:7]=[CH:6][CH:5]=[CH:4][C:3]=1[N:8]1[C:12]([C:13]2[CH:18]=[CH:17][N:16]=[CH:15][CH:14]=2)=[C:11]([C:19]([O:21]CC)=O)[N:10]=[N:9]1.[Br:24][C:25]1[CH:26]=[C:27]([CH:32]=[CH:33][CH:34]=1)[C:28](=[N:30]O)[NH2:29].